Predict which catalyst facilitates the given reaction. From a dataset of Catalyst prediction with 721,799 reactions and 888 catalyst types from USPTO. (1) Reactant: [F:1][CH:2]1[CH2:7][CH2:6][N:5]([CH2:8][C:9]2[CH:18]=[C:17]3[C:12]([C@H:13]([N:19]4[CH:23]=[C:22]([CH2:24][C@@H:25]([NH:30][S:31]([C:34]5[CH:39]=[CH:38][C:37]([CH3:40])=[CH:36][CH:35]=5)(=[O:33])=[O:32])[C:26]([O:28]C)=[O:27])[N:21]=[N:20]4)[CH2:14][CH2:15][O:16]3)=[CH:11][CH:10]=2)[CH2:4][CH2:3]1.[Li+].[OH-]. Product: [F:1][CH:2]1[CH2:7][CH2:6][N:5]([CH2:8][C:9]2[CH:18]=[C:17]3[C:12]([C@H:13]([N:19]4[CH:23]=[C:22]([CH2:24][C@@H:25]([NH:30][S:31]([C:34]5[CH:39]=[CH:38][C:37]([CH3:40])=[CH:36][CH:35]=5)(=[O:32])=[O:33])[C:26]([OH:28])=[O:27])[N:21]=[N:20]4)[CH2:14][CH2:15][O:16]3)=[CH:11][CH:10]=2)[CH2:4][CH2:3]1. The catalyst class is: 5. (2) Reactant: Cl[C:2](=[N:5][S:6][N:7]([CH:11]([CH3:13])[CH3:12])[CH:8]([CH3:10])[CH3:9])[C:3]#[N:4].[CH3:14][C:15]1[CH:22]=[CH:21][C:18]([CH2:19][SH:20])=[CH:17][CH:16]=1.C(N(CC)CC)C. Product: [CH3:14][C:15]1[CH:22]=[CH:21][C:18]([CH2:19][S:20][C:2](=[N:5][S:6][N:7]([CH:11]([CH3:13])[CH3:12])[CH:8]([CH3:10])[CH3:9])[C:3]#[N:4])=[CH:17][CH:16]=1. The catalyst class is: 1. (3) Reactant: [CH3:1][S:2]([O:5][CH2:6][C@H:7]([NH:35]C(OC(C)(C)C)=O)[CH2:8][O:9][C:10]1[CH:11]=[N:12][CH:13]=[C:14]([C:16]2[CH:17]=[C:18]3[C:23](=[C:24]([NH2:26])[N:25]=2)[CH:22]=[N:21][C:20]2[CH:27]=[C:28]([O:33][CH3:34])[C:29]([O:31][CH3:32])=[CH:30][C:19]3=2)[CH:15]=1)(=[O:4])=[O:3].Cl. Product: [CH3:1][S:2]([O:5][CH2:6][C@H:7]([NH2:35])[CH2:8][O:9][C:10]1[CH:11]=[N:12][CH:13]=[C:14]([C:16]2[CH:17]=[C:18]3[C:23](=[C:24]([NH2:26])[N:25]=2)[CH:22]=[N:21][C:20]2[CH:27]=[C:28]([O:33][CH3:34])[C:29]([O:31][CH3:32])=[CH:30][C:19]3=2)[CH:15]=1)(=[O:4])=[O:3]. The catalyst class is: 13. (4) Reactant: [Br:1][C:2]1[CH:7]=[CH:6][C:5]([C:8]2[S:12][CH:11]=[C:10]([C:13](=[N:15][NH:16][C:17]([N:19]3[CH2:24][CH2:23][N:22]([CH2:25][CH2:26][C:27]([O:29]C)=[O:28])[CH2:21][CH2:20]3)=[S:18])[CH3:14])[C:9]=2[OH:31])=[CH:4][CH:3]=1. Product: [Br:1][C:2]1[CH:7]=[CH:6][C:5]([C:8]2[S:12][CH:11]=[C:10]([C:13](=[N:15][NH:16][C:17]([N:19]3[CH2:24][CH2:23][N:22]([CH2:25][CH2:26][C:27]([OH:29])=[O:28])[CH2:21][CH2:20]3)=[S:18])[CH3:14])[C:9]=2[OH:31])=[CH:4][CH:3]=1. The catalyst class is: 8. (5) Reactant: Br.[F:2][C:3]1[CH:8]=[CH:7][CH:6]=[CH:5][C:4]=1[C:9]1[CH:14]=[CH:13][C:12](=[NH:15])[N:11]([CH2:16][C:17](OC)=O)[N:10]=1.O=P(Cl)(Cl)[Cl:23]. Product: [Cl:23][C:17]1[N:15]=[C:12]2[CH:13]=[CH:14][C:9]([C:4]3[CH:5]=[CH:6][CH:7]=[CH:8][C:3]=3[F:2])=[N:10][N:11]2[CH:16]=1. The catalyst class is: 159. (6) Reactant: Cl[C:2]1[CH:3]=[C:4]([NH:13][C:14]2[CH:19]=[CH:18][C:17]([CH:20]3[CH2:25][CH2:24][N:23]([C:26]([O:28][C:29]([CH3:32])([CH3:31])[CH3:30])=[O:27])[CH2:22][CH2:21]3)=[CH:16][C:15]=2[O:33][CH3:34])[C:5]2[C:10](=[O:11])[NH:9][N:8]=[CH:7][C:6]=2[N:12]=1.[Br-].[Cl:36][C:37]1[CH:44]=[CH:43][CH:42]=[C:41]([Cl:45])[C:38]=1[CH2:39][Zn+]. Product: [Cl:36][C:37]1[CH:44]=[CH:43][CH:42]=[C:41]([Cl:45])[C:38]=1[CH2:39][C:2]1[CH:3]=[C:4]([NH:13][C:14]2[CH:19]=[CH:18][C:17]([CH:20]3[CH2:21][CH2:22][N:23]([C:26]([O:28][C:29]([CH3:31])([CH3:30])[CH3:32])=[O:27])[CH2:24][CH2:25]3)=[CH:16][C:15]=2[O:33][CH3:34])[C:5]2[C:10](=[O:11])[NH:9][N:8]=[CH:7][C:6]=2[N:12]=1. The catalyst class is: 602. (7) Reactant: [CH:1]1([C@H:7]([NH:12][C:13]([C:15]2[CH:20]=[CH:19][C:18]([F:21])=[CH:17][C:16]=2[NH:22][C:23]([NH:25][C:26]2[C:31]([CH3:32])=[CH:30][C:29](/[CH:33]=[CH:34]/[CH2:35][CH2:36][CH3:37])=[CH:28][C:27]=2[CH3:38])=[O:24])=[O:14])[C:8]([O:10][CH3:11])=[O:9])[CH2:6][CH2:5][CH2:4][CH2:3][CH2:2]1.[H][H]. Product: [CH:1]1([C@H:7]([NH:12][C:13]([C:15]2[CH:20]=[CH:19][C:18]([F:21])=[CH:17][C:16]=2[NH:22][C:23]([NH:25][C:26]2[C:31]([CH3:32])=[CH:30][C:29]([CH2:33][CH2:34][CH2:35][CH2:36][CH3:37])=[CH:28][C:27]=2[CH3:38])=[O:24])=[O:14])[C:8]([O:10][CH3:11])=[O:9])[CH2:6][CH2:5][CH2:4][CH2:3][CH2:2]1. The catalyst class is: 78. (8) Reactant: [N+]([N:4]1[CH:12]=[C:11]2[C:6]([CH:7]=[CH:8][C:9]([N+:13]([O-:15])=[O:14])=[CH:10]2)=[N:5]1)([O-])=O.[CH3:16][NH2:17]. Product: [CH3:16][NH:17][C:12]1[C:11]2[C:6](=[CH:7][CH:8]=[C:9]([N+:13]([O-:15])=[O:14])[CH:10]=2)[NH:5][N:4]=1. The catalyst class is: 1. (9) Reactant: [OH:1][C:2]1[CH:7]=[CH:6][C:5](/[CH:8]=[CH:9]/[C:10]([NH:12][C:13]2[CH:21]=[CH:20][CH:19]=[CH:18][C:14]=2[C:15]([OH:17])=[O:16])=O)=[CH:4][C:3]=1[O:22][CH3:23].[C:24](OC(=O)C)(=[O:26])[CH3:25]. Product: [C:24]([O:1][C:2]1[CH:7]=[CH:6][C:5](/[CH:8]=[CH:9]/[C:10]2[O:17][C:15](=[O:16])[C:14]3[CH:18]=[CH:19][CH:20]=[CH:21][C:13]=3[N:12]=2)=[CH:4][C:3]=1[O:22][CH3:23])(=[O:26])[CH3:25]. The catalyst class is: 6. (10) Reactant: Cl[C:2]1[C:3](=[O:22])[NH:4][N:5]=[C:6]([O:19][CH2:20][CH3:21])[C:7]=1[NH:8][C@@H:9]1[CH2:14][C@@H:13]2[CH2:15][C@@H:11]([C:12]2([CH3:17])[CH3:16])[C@H:10]1[CH3:18].[H][H]. Product: [CH2:20]([O:19][C:6]1[C:7]([NH:8][C@@H:9]2[CH2:14][C@@H:13]3[CH2:15][C@@H:11]([C:12]3([CH3:16])[CH3:17])[C@H:10]2[CH3:18])=[CH:2][C:3](=[O:22])[NH:4][N:5]=1)[CH3:21]. The catalyst class is: 129.